This data is from Forward reaction prediction with 1.9M reactions from USPTO patents (1976-2016). The task is: Predict the product of the given reaction. (1) Given the reactants [NH2:1][CH2:2][C:3]1[N:4]=[N:5][N:6]([C:8]2[CH:13]=[CH:12][C:11]([N:14]3[CH2:19][CH2:18][S:17](=[NH:20])[CH2:16][CH2:15]3)=[C:10]([F:21])[CH:9]=2)[CH:7]=1.[C:22](=O)(O)[O-:23].[Na+].[C:27](Cl)(Cl)=[S:28], predict the reaction product. The product is: [CH3:22][O:23][C:27](=[S:28])[NH:1][CH2:2][C:3]1[N:4]=[N:5][N:6]([C:8]2[CH:13]=[CH:12][C:11]([N:14]3[CH2:15][CH2:16][S:17](=[NH:20])[CH2:18][CH2:19]3)=[C:10]([F:21])[CH:9]=2)[CH:7]=1. (2) Given the reactants [CH2:1]([N:8]([CH2:12][Si](C)(C)C)[CH2:9]OC)[C:2]1[CH:7]=[CH:6][CH:5]=[CH:4][CH:3]=1.[C:17]1([C@H:23]2[CH2:27][O:26][C:25](=[O:28])[N:24]2[C:29](=[O:38])/[CH:30]=[CH:31]/[C:32]2[CH:37]=[CH:36][CH:35]=[CH:34][CH:33]=2)[CH:22]=[CH:21][CH:20]=[CH:19][CH:18]=1.FC(F)(F)C(O)=O.C(=O)(O)[O-].[Na+], predict the reaction product. The product is: [CH2:1]([N:8]1[CH2:12][C@H:31]([C:32]2[CH:33]=[CH:34][CH:35]=[CH:36][CH:37]=2)[C@@H:30]([C:29]([N:24]2[C@@H:23]([C:17]3[CH:18]=[CH:19][CH:20]=[CH:21][CH:22]=3)[CH2:27][O:26][C:25]2=[O:28])=[O:38])[CH2:9]1)[C:2]1[CH:7]=[CH:6][CH:5]=[CH:4][CH:3]=1. (3) Given the reactants [N:1]([CH2:4][CH2:5][O:6][CH3:7])=[N+:2]=[N-:3].[NH2:8][C:9]1[CH:16]=[CH:15][CH:14]=[C:13]([C:17]#[CH:18])[C:10]=1[C:11]#[N:12].O=C1O[C@H]([C@H](CO)O)C([O-])=C1O.[Na+], predict the reaction product. The product is: [NH2:8][C:9]1[CH:16]=[CH:15][CH:14]=[C:13]([C:17]2[N:3]=[N:2][N:1]([CH2:4][CH2:5][O:6][CH3:7])[CH:18]=2)[C:10]=1[C:11]#[N:12].